From a dataset of Reaction yield outcomes from USPTO patents with 853,638 reactions. Predict the reaction yield, written as a fraction of the theoretical maximum amount of product (1.0 means a 100% yield; for example, 0.34 means a 34% yield). (1) The catalyst is CN(C=O)C. The reactants are [Br:1][C:2]1[CH:3]=[CH:4][C:5](=[O:8])[NH:6][CH:7]=1.[H-].[Na+].Br[CH:12]([CH3:18])[C:13]([O:15][CH2:16][CH3:17])=[O:14]. The yield is 0.730. The product is [Br:1][C:2]1[CH:3]=[CH:4][C:5](=[O:8])[N:6]([CH:12]([CH3:18])[C:13]([O:15][CH2:16][CH3:17])=[O:14])[CH:7]=1. (2) The reactants are Br[C:2]1[CH:3]=[C:4]2[C:9](=[CH:10][CH:11]=1)[N:8]([C:12](=[O:14])[CH3:13])[C@@H:7]([CH3:15])[CH2:6][NH:5]2.[CH3:16][S:17]([C:20]1[CH:25]=[CH:24][C:23](B(O)O)=[CH:22][CH:21]=1)(=[O:19])=[O:18].CC(C1C=C(C(C)C)C(C2C=CC=CC=2P(C2CCCCC2)C2CCCCC2)=C(C(C)C)C=1)C.C(=O)([O-])[O-].[Cs+].[Cs+]. The product is [CH3:15][C@H:7]1[CH2:6][NH:5][C:4]2[C:9](=[CH:10][CH:11]=[C:2]([C:23]3[CH:24]=[CH:25][C:20]([S:17]([CH3:16])(=[O:19])=[O:18])=[CH:21][CH:22]=3)[CH:3]=2)[N:8]1[C:12](=[O:14])[CH3:13]. The yield is 0.950. The catalyst is O1CCOCC1.O.C1C=CC(/C=C/C(/C=C/C2C=CC=CC=2)=O)=CC=1.C1C=CC(/C=C/C(/C=C/C2C=CC=CC=2)=O)=CC=1.C1C=CC(/C=C/C(/C=C/C2C=CC=CC=2)=O)=CC=1.[Pd].[Pd]. (3) The product is [F:11][C:10]1[CH:9]=[C:8]2[C:4]([CH2:5][CH2:6][C:7]2=[O:12])=[CH:3][C:2]=1[C:53]([O:62][CH3:61])=[O:54]. The reactants are Br[C:2]1[CH:3]=[C:4]2[C:8](=[CH:9][C:10]=1[F:11])[C:7](=[O:12])[CH2:6][CH2:5]2.C(N(CC)C(C)C)(C)C.C1(P(C2C=CC=CC=2)CCCP(C2C=CC=CC=2)C2C=CC=CC=2)C=CC=CC=1.OC[C:53]1([O:62][CH2:61][C@@H](O)[C@@H](O)[C@H]1O)[OH:54].[C]=O. The catalyst is CS(C)=O.CO.C(O[Pd]OC(=O)C)(=O)C.O. The yield is 0.620. (4) The reactants are [H-].[Na+].[I:3][C:4]1[CH:9]=[CH:8][C:7]([C:10]([C:12]2[CH:17]=[CH:16][C:15]([OH:18])=[CH:14][CH:13]=2)=[O:11])=[CH:6][CH:5]=1.[C:19]([O:23][C:24]([N:26]1[CH2:30][CH2:29][CH2:28][C@@H:27]1[CH2:31]OS(C1C=CC(C)=CC=1)(=O)=O)=[O:25])([CH3:22])([CH3:21])[CH3:20]. The catalyst is CN(C=O)C. The product is [C:19]([O:23][C:24]([N:26]1[CH2:30][CH2:29][CH2:28][C@@H:27]1[CH2:31][O:18][C:15]1[CH:16]=[CH:17][C:12]([C:10](=[O:11])[C:7]2[CH:8]=[CH:9][C:4]([I:3])=[CH:5][CH:6]=2)=[CH:13][CH:14]=1)=[O:25])([CH3:22])([CH3:20])[CH3:21]. The yield is 0.600. (5) The reactants are [Cl:1][C:2]1[CH:7]=[CH:6][CH:5]=[CH:4][C:3]=1[S:8]([N:11]1[CH2:32][CH2:31][C:14]2([C:18](=[O:19])[N:17]([C:20]3[CH:25]=[CH:24][C:23]([C:26]4(O)[CH2:29][O:28][CH2:27]4)=[CH:22][CH:21]=3)[CH2:16][CH2:15]2)[CH2:13][CH2:12]1)(=[O:10])=[O:9].CCN(S(F)(F)[F:39])CC. The catalyst is C(Cl)Cl. The product is [Cl:1][C:2]1[CH:7]=[CH:6][CH:5]=[CH:4][C:3]=1[S:8]([N:11]1[CH2:32][CH2:31][C:14]2([C:18](=[O:19])[N:17]([C:20]3[CH:25]=[CH:24][C:23]([C:26]4([F:39])[CH2:29][O:28][CH2:27]4)=[CH:22][CH:21]=3)[CH2:16][CH2:15]2)[CH2:13][CH2:12]1)(=[O:10])=[O:9]. The yield is 0.400. (6) The reactants are [F:1][C:2]1[C:3]([C:32]([OH:35])([CH3:34])[CH3:33])=[N:4][C:5]([N:8]2[CH2:16][C@@H:15]3[C@@:10]([C:26]4[CH:31]=[N:30][CH:29]=[CH:28][N:27]=4)([N:11]=[C:12]([NH:17]C(=O)C4C=CC=CC=4)[S:13][CH2:14]3)[CH2:9]2)=[N:6][CH:7]=1.[OH-].[Li+]. The catalyst is CO. The product is [NH2:17][C:12]1[S:13][CH2:14][C@@H:15]2[CH2:16][N:8]([C:5]3[N:4]=[C:3]([C:32]([OH:35])([CH3:33])[CH3:34])[C:2]([F:1])=[CH:7][N:6]=3)[CH2:9][C@:10]2([C:26]2[CH:31]=[N:30][CH:29]=[CH:28][N:27]=2)[N:11]=1. The yield is 0.560. (7) The reactants are [F:1][C:2]1[CH:7]=[C:6]([F:8])[CH:5]=[CH:4][C:3]=1[OH:9].[CH2:10](Br)[C:11]1[CH:16]=[CH:15][CH:14]=[CH:13][CH:12]=1.C(=O)([O-])[O-].[K+].[K+].O. The catalyst is CN(C)C=O. The product is [CH2:10]([O:9][C:3]1[CH:4]=[CH:5][C:6]([F:8])=[CH:7][C:2]=1[F:1])[C:11]1[CH:16]=[CH:15][CH:14]=[CH:13][CH:12]=1. The yield is 0.250.